This data is from Forward reaction prediction with 1.9M reactions from USPTO patents (1976-2016). The task is: Predict the product of the given reaction. (1) Given the reactants [CH3:1][S:2](Cl)(=[O:4])=[O:3].[CH3:6][O:7][C:8]1[CH:9]=[C:10]([C:16]([C@@H:18]2[C@:27]3([CH3:28])[C@H:22]([C:23]([CH3:30])([CH3:29])[CH2:24][CH2:25][CH2:26]3)[CH2:21][C@H:20]([CH2:31][OH:32])[C@H:19]2[CH3:33])=[O:17])[CH:11]=[C:12]([O:14][CH3:15])[CH:13]=1.C([O-])(O)=O.[Na+], predict the reaction product. The product is: [CH3:1][S:2]([O:32][CH2:31][C@@H:20]1[C@@H:19]([CH3:33])[C@H:18]([C:16]([C:10]2[CH:11]=[C:12]([O:14][CH3:15])[CH:13]=[C:8]([O:7][CH3:6])[CH:9]=2)=[O:17])[C@:27]2([CH3:28])[C@H:22]([C:23]([CH3:29])([CH3:30])[CH2:24][CH2:25][CH2:26]2)[CH2:21]1)(=[O:4])=[O:3]. (2) Given the reactants [CH:1]1([C:4]2[CH:9]=[CH:8][CH:7]=[C:6]([CH3:10])[C:5]=2[OH:11])[CH2:3][CH2:2]1.ClC1C=CC=CC=1Cl.[OH-].[Cs+].[OH:22][C:23]1[CH:28]=[C:27]([Cl:29])[N:26]=[N:25][C:24]=1Cl, predict the reaction product. The product is: [Cl:29][C:27]1[N:26]=[N:25][C:24]([O:11][C:5]2[C:6]([CH3:10])=[CH:7][CH:8]=[CH:9][C:4]=2[CH:1]2[CH2:3][CH2:2]2)=[C:23]([OH:22])[CH:28]=1. (3) Given the reactants [Li]CCCC.[Cl:6][C:7]1[C:16]2[C:11](=[CH:12][CH:13]=[C:14]([CH:17](C3C(C)=NC(C)=CC=3)[OH:18])[CH:15]=2)[N:10]=[C:9]([O:27][CH3:28])[C:8]=1[CH2:29][C:30]1[CH:35]=[CH:34][C:33]([C:36]([F:39])([F:38])[F:37])=[CH:32][CH:31]=1.[C:40](=O)=[O:41].IC, predict the reaction product. The product is: [Cl:6][C:7]1[C:16]2[C:11](=[CH:12][CH:13]=[C:14]([C:17]([O:41][CH3:40])=[O:18])[CH:15]=2)[N:10]=[C:9]([O:27][CH3:28])[C:8]=1[CH2:29][C:30]1[CH:31]=[CH:32][C:33]([C:36]([F:38])([F:39])[F:37])=[CH:34][CH:35]=1. (4) Given the reactants [C:1]([C:3]1[C:8]([O:9][CH3:10])=[CH:7][C:6]([CH2:11][C:12]([OH:14])=O)=[C:5]([F:15])[CH:4]=1)#[N:2].[ClH:16].[N:17]1(C(=O)CC2C=NC(N3C=NN=N3)=CC=2)[CH2:22][CH2:21][NH:20][CH2:19][CH2:18]1, predict the reaction product. The product is: [ClH:16].[F:15][C:5]1[C:6]([CH2:11][C:12](=[O:14])[N:17]2[CH2:22][CH2:21][NH:20][CH2:19][CH2:18]2)=[CH:7][C:8]([O:9][CH3:10])=[C:3]([CH:4]=1)[C:1]#[N:2].